From a dataset of NCI-60 drug combinations with 297,098 pairs across 59 cell lines. Regression. Given two drug SMILES strings and cell line genomic features, predict the synergy score measuring deviation from expected non-interaction effect. (1) Drug 1: C1=CC(=CC=C1CCCC(=O)O)N(CCCl)CCCl. Drug 2: C1=CN(C=N1)CC(O)(P(=O)(O)O)P(=O)(O)O. Cell line: SNB-75. Synergy scores: CSS=0.485, Synergy_ZIP=-7.74, Synergy_Bliss=-12.5, Synergy_Loewe=-14.7, Synergy_HSA=-12.4. (2) Drug 1: CC1C(C(CC(O1)OC2CC(CC3=C2C(=C4C(=C3O)C(=O)C5=C(C4=O)C(=CC=C5)OC)O)(C(=O)C)O)N)O.Cl. Drug 2: CC1C(C(CC(O1)OC2CC(CC3=C2C(=C4C(=C3O)C(=O)C5=C(C4=O)C(=CC=C5)OC)O)(C(=O)CO)O)N)O.Cl. Cell line: HT29. Synergy scores: CSS=49.7, Synergy_ZIP=2.94, Synergy_Bliss=5.27, Synergy_Loewe=4.01, Synergy_HSA=5.66. (3) Drug 1: CS(=O)(=O)C1=CC(=C(C=C1)C(=O)NC2=CC(=C(C=C2)Cl)C3=CC=CC=N3)Cl. Drug 2: C1CCC(CC1)NC(=O)N(CCCl)N=O. Cell line: A498. Synergy scores: CSS=17.0, Synergy_ZIP=-2.74, Synergy_Bliss=4.30, Synergy_Loewe=3.05, Synergy_HSA=3.16. (4) Drug 1: C1CNP(=O)(OC1)N(CCCl)CCCl. Drug 2: CCN(CC)CCNC(=O)C1=C(NC(=C1C)C=C2C3=C(C=CC(=C3)F)NC2=O)C. Cell line: HCT116. Synergy scores: CSS=66.1, Synergy_ZIP=6.48, Synergy_Bliss=5.68, Synergy_Loewe=-27.2, Synergy_HSA=6.12.